Task: Predict the reactants needed to synthesize the given product.. Dataset: Full USPTO retrosynthesis dataset with 1.9M reactions from patents (1976-2016) (1) Given the product [OH:17][CH:16]([C:15]1[N:11]([CH3:10])[N:12]=[CH:13][C:14]=1[N+:18]([O-:20])=[O:19])[CH2:2][C:3]([O:5][C:6]([CH3:9])([CH3:8])[CH3:7])=[O:4], predict the reactants needed to synthesize it. The reactants are: Br[CH2:2][C:3]([O:5][C:6]([CH3:9])([CH3:8])[CH3:7])=[O:4].[CH3:10][N:11]1[C:15]([CH:16]=[O:17])=[C:14]([N+:18]([O-:20])=[O:19])[CH:13]=[N:12]1. (2) Given the product [CH2:22]([O:21][C:20]1[C:19]2[C:14](=[CH:15][CH:16]=[CH:17][CH:18]=2)[C:13]([C:29](=[O:33])[N:30]([CH3:32])[CH3:31])=[N:12][C:11]=1[C:9]([OH:10])=[O:8])[C:23]1[CH:28]=[CH:27][CH:26]=[CH:25][CH:24]=1, predict the reactants needed to synthesize it. The reactants are: C([O:8][C:9]([C:11]1[N:12]=[C:13]([C:29](=[O:33])[N:30]([CH3:32])[CH3:31])[C:14]2[C:19]([C:20]=1[O:21][CH2:22][C:23]1[CH:28]=[CH:27][CH:26]=[CH:25][CH:24]=1)=[CH:18][CH:17]=[CH:16][CH:15]=2)=[O:10])C1C=CC=CC=1.[OH-].[K+].